From a dataset of Peptide-MHC class II binding affinity with 134,281 pairs from IEDB. Regression. Given a peptide amino acid sequence and an MHC pseudo amino acid sequence, predict their binding affinity value. This is MHC class II binding data. (1) The peptide sequence is MAWRTIMAVLFVVTL. The MHC is DRB1_0101 with pseudo-sequence DRB1_0101. The binding affinity (normalized) is 0.287. (2) The peptide sequence is FLNFLEANGLNAIDF. The MHC is HLA-DPA10201-DPB10101 with pseudo-sequence HLA-DPA10201-DPB10101. The binding affinity (normalized) is 0.509.